The task is: Predict the product of the given reaction.. This data is from Forward reaction prediction with 1.9M reactions from USPTO patents (1976-2016). (1) Given the reactants [Cl:1][C:2]1[C:11]([CH:12]=[O:13])=[CH:10][C:9]2[C:4](=[CH:5][CH:6]=[C:7]([O:14]C)[CH:8]=2)[N:3]=1.B(Br)(Br)Br, predict the reaction product. The product is: [Cl:1][C:2]1[C:11]([CH:12]=[O:13])=[CH:10][C:9]2[C:4](=[CH:5][CH:6]=[C:7]([OH:14])[CH:8]=2)[N:3]=1. (2) Given the reactants [CH3:1][S:2][C:3]1[CH:8]=[CH:7][C:6]([CH2:9][CH2:10][CH2:11][C:12]([OH:14])=O)=[CH:5][CH:4]=1, predict the reaction product. The product is: [CH3:1][S:2][C:3]1[CH:4]=[C:5]2[C:6]([CH2:9][CH2:10][CH2:11][C:12]2=[O:14])=[CH:7][CH:8]=1.